From a dataset of Catalyst prediction with 721,799 reactions and 888 catalyst types from USPTO. Predict which catalyst facilitates the given reaction. (1) Reactant: [CH2:1]([O:8][NH:9][C:10](=[O:32])[CH2:11][C@H:12]([C:22]1[O:23][C:24]([CH3:31])=[C:25]([C:27]([O:29]C)=[O:28])[N:26]=1)[CH2:13][CH2:14][CH2:15][CH:16]1[CH2:21][CH2:20][CH2:19][CH2:18][CH2:17]1)[C:2]1[CH:7]=[CH:6][CH:5]=[CH:4][CH:3]=1.[OH-].[Na+]. Product: [CH2:1]([O:8][NH:9][C:10](=[O:32])[CH2:11][C@H:12]([C:22]1[O:23][C:24]([CH3:31])=[C:25]([C:27]([OH:29])=[O:28])[N:26]=1)[CH2:13][CH2:14][CH2:15][CH:16]1[CH2:21][CH2:20][CH2:19][CH2:18][CH2:17]1)[C:2]1[CH:3]=[CH:4][CH:5]=[CH:6][CH:7]=1. The catalyst class is: 12. (2) Reactant: Cl.[NH2:2][C@@H:3]1[CH2:7][CH2:6][CH2:5][C@@H:4]1[NH:8][C:9](=[O:21])[C:10]1[CH:15]=[CH:14][CH:13]=[CH:12][C:11]=1[N:16]1[N:20]=[CH:19][CH:18]=[N:17]1.Cl[C:23]1[S:24][C:25]2[CH:31]=[C:30]([F:32])[CH:29]=[CH:28][C:26]=2[N:27]=1.CCN(C(C)C)C(C)C. Product: [NH3:2].[F:32][C:30]1[CH:29]=[CH:28][C:26]2[N:27]=[C:23]([NH:2][C@@H:3]3[CH2:7][CH2:6][CH2:5][C@@H:4]3[NH:8][C:9](=[O:21])[C:10]3[CH:15]=[CH:14][CH:13]=[CH:12][C:11]=3[N:16]3[N:17]=[CH:18][CH:19]=[N:20]3)[S:24][C:25]=2[CH:31]=1. The catalyst class is: 148.